From a dataset of Full USPTO retrosynthesis dataset with 1.9M reactions from patents (1976-2016). Predict the reactants needed to synthesize the given product. (1) Given the product [O:30]1[CH2:35][CH2:34][O:33][C:32]2[CH:36]=[C:37]([C:40]3[C:41]([CH3:48])=[C:42]([CH:43]=[CH:44][CH:45]=3)[CH2:46][O:10][C:8]3[CH:7]=[CH:6][C:3]([CH:4]=[O:5])=[C:2]([OH:1])[CH:9]=3)[CH:38]=[CH:39][C:31]1=2, predict the reactants needed to synthesize it. The reactants are: [OH:1][C:2]1[CH:9]=[C:8]([OH:10])[CH:7]=[CH:6][C:3]=1[CH:4]=[O:5].C1(P(C2C=CC=CC=2)C2C=CC=CC=2)C=CC=CC=1.[O:30]1[CH2:35][CH2:34][O:33][C:32]2[CH:36]=[C:37]([C:40]3[C:41]([CH3:48])=[C:42]([CH2:46]O)[CH:43]=[CH:44][CH:45]=3)[CH:38]=[CH:39][C:31]1=2.N(C(OC(C)C)=O)=NC(OC(C)C)=O. (2) Given the product [CH3:1][S:2]([O:24][CH2:23][C:21]1[CH:22]=[C:17]([Cl:16])[CH:18]=[CH:19][C:20]=1[F:25])(=[O:4])=[O:3], predict the reactants needed to synthesize it. The reactants are: [CH3:1][S:2](OCC1C=C(Br)C=CC=1OC)(=[O:4])=[O:3].[Cl:16][C:17]1[CH:18]=[CH:19][C:20]([F:25])=[C:21]([CH2:23][OH:24])[CH:22]=1. (3) Given the product [CH3:6][C:7]1([C:15]2[CH:16]=[CH:17][C:18]([C:21]([F:22])([F:23])[F:24])=[CH:19][CH:20]=2)[CH2:9][CH:8]1[C:10]([OH:12])=[O:11], predict the reactants needed to synthesize it. The reactants are: C1COCC1.[CH3:6][C:7]1([C:15]2[CH:20]=[CH:19][C:18]([C:21]([F:24])([F:23])[F:22])=[CH:17][CH:16]=2)[CH2:9][CH:8]1[C:10]([O:12]CC)=[O:11].[OH-].[Na+]. (4) Given the product [CH:22]([N:6]1[C:7](=[O:8])[N:9]([C:10]([C:12]2[CH:13]=[N:14][CH:15]=[CH:16][C:17]=2[C:18]([F:19])([F:20])[F:21])=[O:11])[CH2:3][CH2:2][O:5]1)([CH3:24])[CH3:23], predict the reactants needed to synthesize it. The reactants are: Br[CH2:2][CH2:3]Br.[OH:5][N:6]([CH:22]([CH3:24])[CH3:23])[C:7]([NH:9][C:10]([C:12]1[CH:13]=[N:14][CH:15]=[CH:16][C:17]=1[C:18]([F:21])([F:20])[F:19])=[O:11])=[O:8].C(=O)([O-])[O-].[K+].[K+].C(OCC)(=O)C. (5) Given the product [Cl:1][C:2]1[S:3][C:4]([S:21]([N:24]2[C:30]3[CH:31]=[CH:32][CH:33]=[CH:34][C:29]=3[CH2:28][CH2:27][CH2:26][CH2:25]2)(=[O:23])=[O:22])=[CH:5][C:6]=1[N:7]1[C:18](=[O:20])[C:19]2[C:11](=[CH:12][CH:13]=[CH:14][C:15]=2[CH2:16][OH:17])[NH:10][C:8]1=[O:9], predict the reactants needed to synthesize it. The reactants are: [Cl:1][C:2]1[S:3][C:4]([S:21]([N:24]2[C:30]3[CH:31]=[CH:32][CH:33]=[CH:34][C:29]=3[CH2:28][CH2:27][CH2:26][CH2:25]2)(=[O:23])=[O:22])=[CH:5][C:6]=1[NH:7][C:8]([NH:10][C:11]1[C:19]2[C:18](=[O:20])[O:17][CH2:16][C:15]=2[CH:14]=[CH:13][CH:12]=1)=[O:9].C[O-].[Na+].